This data is from Reaction yield outcomes from USPTO patents with 853,638 reactions. The task is: Predict the reaction yield, written as a fraction of the theoretical maximum amount of product (1.0 means a 100% yield; for example, 0.34 means a 34% yield). (1) The reactants are [NH2:1][C:2]1[CH:10]=[CH:9][CH:8]=[C:7]([F:11])[C:3]=1[C:4]([OH:6])=[O:5].O=[C:13]1[CH2:18][CH2:17][N:16]([C:19]([O:21][C:22]([CH3:25])([CH3:24])[CH3:23])=[O:20])[CH2:15][CH2:14]1.[B-]C#N.[Na+]. The catalyst is CO. The product is [C:22]([O:21][C:19]([N:16]1[CH2:17][CH2:18][CH:13]([NH:1][C:2]2[CH:10]=[CH:9][CH:8]=[C:7]([F:11])[C:3]=2[C:4]([OH:6])=[O:5])[CH2:14][CH2:15]1)=[O:20])([CH3:25])([CH3:23])[CH3:24]. The yield is 0.920. (2) The reactants are [CH3:1][C:2]1([CH3:16])[CH2:7][O:6][CH:5]([C:8]2[CH:13]=[CH:12][CH:11]=[CH:10][CH:9]=2)[O:4][C@H:3]1[CH:14]=[CH2:15].[H-].C([Al+]CC(C)C)C(C)C. The yield is 0.880. The product is [CH3:1][C:2]([CH3:16])([C@@H:3]([O:4][CH2:5][C:8]1[CH:9]=[CH:10][CH:11]=[CH:12][CH:13]=1)[CH:14]=[CH2:15])[CH2:7][OH:6]. The catalyst is ClCCl. (3) The reactants are [Cl:1][C:2]1[CH:17]=[CH:16][C:5]([C:6]([N:8]([CH3:15])[C@@H:9]([CH:12]([CH3:14])[CH3:13])[CH:10]=O)=[O:7])=[CH:4][CH:3]=1.[NH:18]1[CH2:23][CH2:22][CH:21]([OH:24])[CH2:20][CH2:19]1.C(O)(=O)C.[B-]C#N.[Na+]. The catalyst is C(Cl)Cl.CO. The product is [Cl:1][C:2]1[CH:17]=[CH:16][C:5]([C:6]([N:8]([C@@H:9]([CH:12]([CH3:14])[CH3:13])[CH2:10][N:18]2[CH2:23][CH2:22][CH:21]([OH:24])[CH2:20][CH2:19]2)[CH3:15])=[O:7])=[CH:4][CH:3]=1. The yield is 0.0250. (4) The product is [CH2:10]([C:9]1[CH:8]=[CH:7][C:6]([CH:4]([CH3:5])[C:2]([O:1][CH2:21][CH3:22])=[O:3])=[CH:15][CH:14]=1)[CH:11]([CH3:12])[CH3:13]. No catalyst specified. The yield is 1.00. The reactants are [OH:1][C:2]([CH:4]([C:6]1[CH:15]=[CH:14][C:9]([CH2:10][CH:11]([CH3:13])[CH3:12])=[CH:8][CH:7]=1)[CH3:5])=[O:3].Cl[Si](C)(C)C.[CH3:21][CH2:22]O. (5) The reactants are Br[C:2]1[S:6][C:5]([NH:7][C:8](=[O:14])[O:9][C:10]([CH3:13])([CH3:12])[CH3:11])=[N:4][C:3]=1[C:15]1[CH:16]=[N:17][N:18]([CH2:20][C:21]2[CH:26]=[CH:25][C:24]([O:27][CH3:28])=[CH:23][CH:22]=2)[CH:19]=1.C([Sn](CCCC)(CCCC)[C:34]([O:36]CC)=[CH2:35])CCC.Cl. The catalyst is CN(C=O)C.C1C=CC(P(C2C=CC=CC=2)[C-]2C=CC=C2)=CC=1.C1C=CC(P(C2C=CC=CC=2)[C-]2C=CC=C2)=CC=1.Cl[Pd]Cl.[Fe+2]. The product is [C:10]([O:9][C:8](=[O:14])[NH:7][C:5]1[S:6][C:2]([C:34](=[O:36])[CH3:35])=[C:3]([C:15]2[CH:16]=[N:17][N:18]([CH2:20][C:21]3[CH:26]=[CH:25][C:24]([O:27][CH3:28])=[CH:23][CH:22]=3)[CH:19]=2)[N:4]=1)([CH3:13])([CH3:12])[CH3:11].[NH2:7][C:5]1[S:6][C:2]([C:34](=[O:36])[CH3:35])=[C:3]([C:15]2[CH:16]=[N:17][N:18]([CH2:20][C:21]3[CH:22]=[CH:23][C:24]([O:27][CH3:28])=[CH:25][CH:26]=3)[CH:19]=2)[N:4]=1. The yield is 0.280. (6) The reactants are [CH2:1]([O:8][C:9]([N:11]1[CH2:16][CH2:15][N:14]([CH:17]2[CH2:22][CH2:21][N:20]([C:23]3[CH:28]=[CH:27][C:26]([N+:29]([O-])=O)=[C:25]([O:32][CH3:33])[CH:24]=3)[CH2:19][CH2:18]2)[CH2:13][CH2:12]1)=[O:10])[C:2]1[CH:7]=[CH:6][CH:5]=[CH:4][CH:3]=1.C(O)(=O)C. The catalyst is [Zn].C(O)C. The product is [CH2:1]([O:8][C:9]([N:11]1[CH2:16][CH2:15][N:14]([CH:17]2[CH2:22][CH2:21][N:20]([C:23]3[CH:28]=[CH:27][C:26]([NH2:29])=[C:25]([O:32][CH3:33])[CH:24]=3)[CH2:19][CH2:18]2)[CH2:13][CH2:12]1)=[O:10])[C:2]1[CH:7]=[CH:6][CH:5]=[CH:4][CH:3]=1. The yield is 0.820. (7) The reactants are [NH2:1][C:2]1[C:3]([OH:21])=[C:4]([CH3:20])[C:5]2[CH2:11][CH2:10][N:9]([C:12]([O:14][C:15]([CH3:18])([CH3:17])[CH3:16])=[O:13])[CH2:8][CH2:7][C:6]=2[CH:19]=1.[C:22](OC)(OC)(OC)[CH3:23].C1(C)C=CC(S([O-])(=O)=O)=CC=1.[NH+]1C=CC=CC=1. The catalyst is CN(C=O)C. The product is [CH3:22][C:23]1[O:21][C:3]2[C:2]([N:1]=1)=[CH:19][C:6]1[CH2:7][CH2:8][N:9]([C:12]([O:14][C:15]([CH3:17])([CH3:18])[CH3:16])=[O:13])[CH2:10][CH2:11][C:5]=1[C:4]=2[CH3:20]. The yield is 0.940. (8) The reactants are [Cl:1][C:2]1[CH:7]=[CH:6][C:5]([O:8][CH3:9])=[CH:4][C:3]=1[NH:10][C:11](=[O:16])[C:12]([CH3:15])([CH3:14])[CH3:13].C([Li])CCC.[O:22]1[CH2:27][CH2:26][C:25](=[O:28])[CH2:24][CH2:23]1.O. The catalyst is C1COCC1. The product is [Cl:1][C:2]1[C:3]([NH:10][C:11](=[O:16])[C:12]([CH3:13])([CH3:15])[CH3:14])=[C:4]([C:25]2([OH:28])[CH2:26][CH2:27][O:22][CH2:23][CH2:24]2)[C:5]([O:8][CH3:9])=[CH:6][CH:7]=1. The yield is 0.180. (9) The reactants are [Br:1][C:2]1[CH:3]=[CH:4][C:5]([OH:17])=[C:6]([C:8](=[O:16])[CH2:9][C:10]2[CH:15]=[CH:14][CH:13]=[CH:12][CH:11]=2)[CH:7]=1.[C:18](O[C:18](=O)[CH2:19][CH2:20][CH3:21])(=O)[CH2:19][CH2:20][CH3:21].Cl. The catalyst is C(N(CC)CC)C. The product is [Br:1][C:2]1[CH:7]=[C:6]2[C:5](=[CH:4][CH:3]=1)[O:17][C:18]([CH2:19][CH2:20][CH3:21])=[C:9]([C:10]1[CH:15]=[CH:14][CH:13]=[CH:12][CH:11]=1)[C:8]2=[O:16]. The yield is 0.560.